Dataset: Full USPTO retrosynthesis dataset with 1.9M reactions from patents (1976-2016). Task: Predict the reactants needed to synthesize the given product. (1) Given the product [Cl:1][C:2]1[CH:3]=[CH:4][C:5]([O:29][CH:30]([F:32])[F:31])=[C:6]([C:8]2[C:12]([NH:13][C:14]([C:16]3[CH:17]=[N:18][N:19]4[CH:24]=[CH:23][CH:22]=[N:21][C:20]=34)=[O:15])=[CH:11][N:10]([CH2:25][CH:26]([OH:27])[CH2:28][N:42]3[CH2:47][CH2:46][O:45][CH2:44][CH2:43]3)[N:9]=2)[CH:7]=1, predict the reactants needed to synthesize it. The reactants are: [Cl:1][C:2]1[CH:3]=[CH:4][C:5]([O:29][CH:30]([F:32])[F:31])=[C:6]([C:8]2[C:12]([NH:13][C:14]([C:16]3[CH:17]=[N:18][N:19]4[CH:24]=[CH:23][CH:22]=[N:21][C:20]=34)=[O:15])=[CH:11][N:10]([CH2:25][CH:26]3[CH2:28][O:27]3)[N:9]=2)[CH:7]=1.CCN(C(C)C)C(C)C.[NH:42]1[CH2:47][CH2:46][O:45][CH2:44][CH2:43]1. (2) Given the product [Cl:1][C:2]1[CH:7]=[CH:6][C:5]([C:8]2[CH:9]=[C:10]3[C:15](=[CH:16][C:17]=2[CH:18]([CH3:20])[CH3:19])[N:14]=[C:13]([CH3:21])[NH:12][C:11]3=[O:22])=[CH:4][C:3]=1[O:28][CH2:27][CH:29]1[CH2:30][CH2:31]1, predict the reactants needed to synthesize it. The reactants are: [Cl:1][C:2]1[CH:7]=[CH:6][C:5]([C:8]2[CH:9]=[C:10]3[C:15](=[CH:16][C:17]=2[CH:18]([CH3:20])[CH3:19])[N:14]=[C:13]([CH3:21])[NH:12][C:11]3=[O:22])=[CH:4][C:3]=1F.Cl.CO[C:27]([C:29]1[CH:30]=[C:31](C2C=CC(Cl)=C(F)C=2)C(C(C)C)=CC=1N)=[O:28].